Dataset: Peptide-MHC class II binding affinity with 134,281 pairs from IEDB. Task: Regression. Given a peptide amino acid sequence and an MHC pseudo amino acid sequence, predict their binding affinity value. This is MHC class II binding data. (1) The peptide sequence is MGDVAWDFSSAGGFF. The MHC is DRB1_0901 with pseudo-sequence DRB1_0901. The binding affinity (normalized) is 0.205. (2) The binding affinity (normalized) is 0. The MHC is DRB3_0202 with pseudo-sequence DRB3_0202. The peptide sequence is PVNEALAAAGLVGVL. (3) The peptide sequence is ELNLLDKRQFELYKR. The MHC is DRB1_0301 with pseudo-sequence DRB1_0301. The binding affinity (normalized) is 0.617. (4) The peptide sequence is FFRNVVWLIKKNSTYPT. The MHC is DRB1_0301 with pseudo-sequence DRB1_0301. The binding affinity (normalized) is 0.388. (5) The peptide sequence is FLGCLVKEIPPRLLY. The MHC is DRB1_1602 with pseudo-sequence DRB1_1602. The binding affinity (normalized) is 0.405. (6) The peptide sequence is PYVSKNPRQAYANYR. The MHC is DRB1_1302 with pseudo-sequence DRB1_1302. The binding affinity (normalized) is 0.433. (7) The peptide sequence is MSWQTYVDEHLMCEI. The MHC is DRB1_0405 with pseudo-sequence DRB1_0405. The binding affinity (normalized) is 0.446.